This data is from Full USPTO retrosynthesis dataset with 1.9M reactions from patents (1976-2016). The task is: Predict the reactants needed to synthesize the given product. (1) Given the product [C:1]([O:5][C:6]([N:8]1[CH2:13][CH2:12][C:11]([C:14](=[O:15])[NH:43][CH2:36][C:37]2[CH:42]=[CH:41][CH:40]=[CH:39][CH:38]=2)([C:17]2[CH:22]=[CH:21][CH:20]=[CH:19][CH:18]=2)[CH2:10][CH2:9]1)=[O:7])([CH3:4])([CH3:2])[CH3:3], predict the reactants needed to synthesize it. The reactants are: [C:1]([O:5][C:6]([N:8]1[CH2:13][CH2:12][C:11]([C:17]2[CH:22]=[CH:21][CH:20]=[CH:19][CH:18]=2)([C:14](O)=[O:15])[CH2:10][CH2:9]1)=[O:7])([CH3:4])([CH3:3])[CH3:2].C(N(C(C)C)CC)(C)C.S(Cl)(Cl)=O.[CH2:36]([NH2:43])[C:37]1[CH:42]=[CH:41][CH:40]=[CH:39][CH:38]=1. (2) Given the product [CH3:1][C:2]1[CH:7]=[CH:6][C:5]([NH:8][C:9](=[O:20])[C:10]2[CH:15]=[CH:14][CH:13]=[C:12]([C:16]([F:18])([F:17])[F:19])[CH:11]=2)=[CH:4][C:3]=1[C:21]1[N:22]=[C:23]([N:38]2[CH2:43][CH2:42][O:41][CH2:40][CH2:39]2)[C:24]2[CH2:30][CH2:29][NH:28][CH2:27][C:25]=2[N:26]=1, predict the reactants needed to synthesize it. The reactants are: [CH3:1][C:2]1[CH:7]=[CH:6][C:5]([NH:8][C:9](=[O:20])[C:10]2[CH:15]=[CH:14][CH:13]=[C:12]([C:16]([F:19])([F:18])[F:17])[CH:11]=2)=[CH:4][C:3]=1[C:21]1[N:22]=[C:23]([N:38]2[CH2:43][CH2:42][O:41][CH2:40][CH2:39]2)[C:24]2[CH2:30][CH2:29][N:28](C(OC(C)(C)C)=O)[CH2:27][C:25]=2[N:26]=1.C(O)(C(F)(F)F)=O.